The task is: Predict the product of the given reaction.. This data is from Forward reaction prediction with 1.9M reactions from USPTO patents (1976-2016). (1) Given the reactants Cl[S:2]([C:5]1[CH:14]=[CH:13][C:12]2[NH:11][C:10](=[O:15])[C:9]3[NH:16][CH:17]=[C:18]([C:19]([OH:21])=[O:20])[C:8]=3[C:7]=2[CH:6]=1)(=[O:4])=[O:3].S(Cl)(Cl)=O.[NH3:26], predict the reaction product. The product is: [O:15]=[C:10]1[C:9]2[NH:16][CH:17]=[CH:18][C:8]=2[C:7]2[CH:6]=[C:5]([S:2](=[O:4])(=[O:3])[NH2:26])[CH:14]=[CH:13][C:12]=2[NH:11]1.[CH2:18]([C:19]([O-:21])=[O:20])[CH3:17]. (2) Given the reactants [NH2:1][CH:2]([C:6]1[CH:11]=[CH:10][CH:9]=[C:8]([Cl:12])[C:7]=1[Cl:13])[C:3]([OH:5])=[O:4].C(=O)(O)[O-].[Na+].[C:19](O[C:19]([O:21][C:22]([CH3:25])([CH3:24])[CH3:23])=[O:20])([O:21][C:22]([CH3:25])([CH3:24])[CH3:23])=[O:20].Cl, predict the reaction product. The product is: [C:22]([O:21][C:19]([NH:1][CH:2]([C:6]1[CH:11]=[CH:10][CH:9]=[C:8]([Cl:12])[C:7]=1[Cl:13])[C:3]([OH:5])=[O:4])=[O:20])([CH3:25])([CH3:24])[CH3:23]. (3) Given the reactants [CH3:1][N:2]1[C:6]2=[CH:7][CH:8]=[C:9]3[C:14]([N:13]=[C:12]([C:15]4[CH:16]=[C:17]([CH:19]=[CH:20][CH:21]=4)[NH2:18])[N:11]=[C:10]3[N:22]3[CH2:27][CH2:26][O:25][CH2:24][CH2:23]3)=[C:5]2[CH:4]=[CH:3]1.ClC(Cl)(O[C:32](=[O:38])OC(Cl)(Cl)Cl)Cl.[NH2:40][C:41]1[CH:46]=[CH:45][N:44]=[CH:43][CH:42]=1, predict the reaction product. The product is: [CH3:1][N:2]1[C:6]2=[CH:7][CH:8]=[C:9]3[C:14]([N:13]=[C:12]([C:15]4[CH:16]=[C:17]([NH:18][C:32]([NH:40][C:41]5[CH:46]=[CH:45][N:44]=[CH:43][CH:42]=5)=[O:38])[CH:19]=[CH:20][CH:21]=4)[N:11]=[C:10]3[N:22]3[CH2:27][CH2:26][O:25][CH2:24][CH2:23]3)=[C:5]2[CH:4]=[CH:3]1. (4) Given the reactants C(OC([NH:8][C@@H:9]1[CH2:14][CH2:13][CH2:12][N:11]([C@@H:15]([C:20]2[C:25]([F:26])=[CH:24][CH:23]=[CH:22][C:21]=2[F:27])[C:16]([O:18][CH3:19])=[O:17])[CH2:10]1)=O)(C)(C)C.[ClH:28], predict the reaction product. The product is: [ClH:28].[NH2:8][C@@H:9]1[CH2:14][CH2:13][CH2:12][N:11]([C@@H:15]([C:20]2[C:25]([F:26])=[CH:24][CH:23]=[CH:22][C:21]=2[F:27])[C:16]([O:18][CH3:19])=[O:17])[CH2:10]1. (5) Given the reactants [C:1]([O:5][C:6](=[O:21])[N:7]([CH:10]([CH3:20])[CH2:11][C:12]1[CH:17]=[CH:16][C:15]([OH:18])=[C:14]([OH:19])[CH:13]=1)[CH2:8][CH3:9])([CH3:4])([CH3:3])[CH3:2].C([O-])([O-])=O.[K+].[K+].Br[CH:29](Br)[C:30]([O:32][CH2:33][CH3:34])=[O:31], predict the reaction product. The product is: [CH2:33]([O:32][C:30]([CH:29]1[O:18][C:15]2[CH:16]=[CH:17][C:12]([CH2:11][CH:10]([N:7]([C:6]([O:5][C:1]([CH3:2])([CH3:3])[CH3:4])=[O:21])[CH2:8][CH3:9])[CH3:20])=[CH:13][C:14]=2[O:19]1)=[O:31])[CH3:34]. (6) Given the reactants [F:1][C:2]1[C:3]([O:20]C)=[C:4]([C:8]([CH3:19])([CH3:18])[CH2:9][C:10]([OH:17])([C:13]([F:16])([F:15])[F:14])[CH:11]=O)[CH:5]=[CH:6][CH:7]=1.[NH2:22][C:23]1[CH:32]=[CH:31][CH:30]=[C:29]2[C:24]=1[CH:25]=[CH:26][C:27](=[O:33])[NH:28]2.B(Br)(Br)Br, predict the reaction product. The product is: [OH:17][C:10]1([C:13]([F:15])([F:16])[F:14])[CH2:9][C:8]([CH3:18])([CH3:19])[C:4]2[C:5](=[CH:6][CH:7]=[C:2]([F:1])[C:3]=2[OH:20])[CH:11]1[NH:22][C:23]1[CH:32]=[CH:31][CH:30]=[C:29]2[C:24]=1[CH:25]=[CH:26][C:27](=[O:33])[NH:28]2. (7) The product is: [CH3:21][O:20][C:18](=[O:19])[CH2:17][N:7]1[C:8]2[C:13](=[CH:12][CH:11]=[CH:10][CH:9]=2)[CH:14]=[C:6]1[C:4]([NH:3][C:2]1[S:22][C:24]([CH2:38][CH2:39][CH:40]2[CH2:41][CH2:42][CH2:43][CH2:44][CH2:45]2)=[C:25]([C:27]2[CH:32]=[C:31]([Br:33])[C:30]([O:34][CH3:35])=[CH:29][C:28]=2[O:36][CH3:37])[N:1]=1)=[O:5]. Given the reactants [NH2:1][C:2](=[S:22])[NH:3][C:4]([C:6]1[N:7]([CH2:17][C:18]([O:20][CH3:21])=[O:19])[C:8]2[C:13]([CH:14]=1)=[CH:12][C:11](C)=[CH:10][C:9]=2C)=[O:5].Br[CH:24]([CH2:38][CH2:39][CH:40]1[CH2:45][CH2:44][CH2:43][CH2:42][CH2:41]1)[C:25]([C:27]1[CH:32]=[C:31]([Br:33])[C:30]([O:34][CH3:35])=[CH:29][C:28]=1[O:36][CH3:37])=O, predict the reaction product. (8) Given the reactants [C:1]([C:3]1[CH:4]=[C:5]2[C:10](=[CH:11][CH:12]=1)[C:8](=[O:9])[O:7][CH2:6]2)#N.[OH-:13].[Na+].Cl.[OH2:16], predict the reaction product. The product is: [O:9]=[C:8]1[C:10]2[C:5](=[CH:4][C:3]([C:1]([OH:16])=[O:13])=[CH:12][CH:11]=2)[CH2:6][O:7]1. (9) The product is: [NH2:1][C:2]1[C:3]2[N:14]([CH2:15][O:16][CH2:17][C:18]3[CH:23]=[CH:22][CH:21]=[CH:20][CH:19]=3)[CH:13]=[C:12]([CH2:24][CH2:25][CH2:26][CH2:27][N:32]3[CH2:33][CH2:34][N:29]([C:35]([O:37][C:38]([CH3:41])([CH3:40])[CH3:39])=[O:36])[CH2:30][CH2:31]3)[C:4]=2[N:5]=[C:6]([CH2:8][CH2:9][CH2:10][CH3:11])[N:7]=1. Given the reactants [NH2:1][C:2]1[C:3]2[N:14]([CH2:15][O:16][CH2:17][C:18]3[CH:23]=[CH:22][CH:21]=[CH:20][CH:19]=3)[CH:13]=[C:12]([CH2:24][CH2:25][CH2:26][CH:27]=O)[C:4]=2[N:5]=[C:6]([CH2:8][CH2:9][CH2:10][CH3:11])[N:7]=1.[N:29]1([C:35]([O:37][C:38]([CH3:41])([CH3:40])[CH3:39])=[O:36])[CH2:34][CH2:33][NH:32][CH2:31][CH2:30]1.C(O[BH-](OC(=O)C)OC(=O)C)(=O)C.[Na+], predict the reaction product. (10) Given the reactants [NH2:1][C:2]1([C:8]([OH:10])=[O:9])[CH2:7][CH2:6][CH2:5][CH2:4][CH2:3]1.[CH:11]1(O)[CH2:15][CH2:14][CH2:13][CH2:12]1.[C:17]1([CH3:27])[CH:22]=[CH:21][C:20]([S:23]([OH:26])(=[O:25])=[O:24])=[CH:19][CH:18]=1, predict the reaction product. The product is: [S:23]([C:20]1[CH:21]=[CH:22][C:17]([CH3:27])=[CH:18][CH:19]=1)([OH:26])(=[O:25])=[O:24].[NH2:1][C:2]1([C:8]([O:10][CH:11]2[CH2:15][CH2:14][CH2:13][CH2:12]2)=[O:9])[CH2:7][CH2:6][CH2:5][CH2:4][CH2:3]1.